This data is from Reaction yield outcomes from USPTO patents with 853,638 reactions. The task is: Predict the reaction yield, written as a fraction of the theoretical maximum amount of product (1.0 means a 100% yield; for example, 0.34 means a 34% yield). (1) The reactants are Cl.[CH:2]([N:5]1[C:9]([C:10]2[N:19]=[C:18]3[N:12]([CH2:13][CH2:14][O:15][C:16]4[CH:23]=[C:22]([C@@H:24]5[CH2:29][CH2:28][NH:27][CH2:26][C@H:25]5[OH:30])[CH:21]=[CH:20][C:17]=43)[CH:11]=2)=[N:8][CH:7]=[N:6]1)([CH3:4])[CH3:3].Br[C:32]([CH3:38])([CH3:37])[C:33]([NH:35][CH3:36])=[O:34].[OH-].[Na+]. The catalyst is CCCC[N+](CCCC)(CCCC)CCCC.[Br-].C(Cl)Cl. The product is [OH:30][C@H:25]1[C@H:24]([C:22]2[CH:21]=[CH:20][C:17]3[C:18]4[N:12]([CH:11]=[C:10]([C:9]5[N:5]([CH:2]([CH3:4])[CH3:3])[N:6]=[CH:7][N:8]=5)[N:19]=4)[CH2:13][CH2:14][O:15][C:16]=3[CH:23]=2)[CH2:29][CH2:28][N:27]([C:32]([CH3:38])([CH3:37])[C:33]([NH:35][CH3:36])=[O:34])[CH2:26]1. The yield is 0.370. (2) The reactants are Cl[C:2]1[C:7]([F:8])=[C:6]([Cl:9])[N:5]=[C:4]([CH3:10])[N:3]=1.C[NH:12][CH2:13][C:14]1[N:15]=[C:16]([NH2:19])[S:17][CH:18]=1.C(N(CC)CC)C. The catalyst is C1COCC1. The product is [NH2:19][C:16]1[S:17][CH:18]=[C:14]([CH2:13][NH:12][C:2]2[C:7]([F:8])=[C:6]([Cl:9])[N:5]=[C:4]([CH3:10])[N:3]=2)[N:15]=1. The yield is 0.590. (3) The reactants are [F:1][C:2]1([F:32])[CH2:5][CH:4]([NH:6][C:7]2[N:12]=[C:11]3[CH:13]=[N:14][CH:15]=[CH:16][C:10]3=[N:9][C:8]=2[N:17]2[CH2:22][CH2:21][CH:20]([O:23][C:24]3[CH:29]=[CH:28][C:27]([F:30])=[CH:26][C:25]=3[F:31])[CH2:19][CH2:18]2)[CH2:3]1.[C:33](OC(=O)C)(=[O:35])[CH3:34]. The catalyst is CC(C)=O.O1CCOCC1.[Pd]. The product is [F:32][C:2]1([F:1])[CH2:5][CH:4]([NH:6][C:7]2[N:12]=[C:11]3[CH2:13][N:14]([C:33](=[O:35])[CH3:34])[CH2:15][CH2:16][C:10]3=[N:9][C:8]=2[N:17]2[CH2:18][CH2:19][CH:20]([O:23][C:24]3[CH:29]=[CH:28][C:27]([F:30])=[CH:26][C:25]=3[F:31])[CH2:21][CH2:22]2)[CH2:3]1. The yield is 0.526. (4) The reactants are [Cl:1][C:2]1[CH:7]=[CH:6][C:5]([C:8]2[CH:13]=[CH:12][CH:11]=[CH:10][C:9]=2[N+:14]([O-])=O)=[C:4]([CH3:17])[CH:3]=1.C1(P(C2C=CC=CC=2)C2C=CC=CC=2)C=CC=CC=1. The catalyst is ClC1C=CC=CC=1Cl. The product is [Cl:1][C:2]1[CH:3]=[C:4]([CH3:17])[C:5]2[C:8]3[C:9](=[CH:10][CH:11]=[CH:12][CH:13]=3)[NH:14][C:6]=2[CH:7]=1. The yield is 0.890. (5) The reactants are [CH:1]([C:4]1[CH:9]=[C:8]([O:10][CH3:11])[CH:7]=[CH:6][C:5]=1[S:12]([C:15]1[CH:20]=[CH:19][C:18]([CH3:21])=[CH:17][CH:16]=1)(=[O:14])=[O:13])([CH3:3])[CH3:2].[I:22]Cl.C([O-])(O)=O.[Na+]. The catalyst is CC(O)=O.O. The product is [I:22][C:7]1[CH:6]=[C:5]([S:12]([C:15]2[CH:16]=[CH:17][C:18]([CH3:21])=[CH:19][CH:20]=2)(=[O:13])=[O:14])[C:4]([CH:1]([CH3:3])[CH3:2])=[CH:9][C:8]=1[O:10][CH3:11]. The yield is 0.890. (6) The reactants are [CH:1]([C:3]1[CH:11]=[C:7]([C:8]([OH:10])=[O:9])[C:6]([OH:12])=[CH:5][CH:4]=1)=[O:2].[CH2:13](Br)[C:14]1[CH:19]=[CH:18][CH:17]=[CH:16][CH:15]=1.C(=O)([O-])[O-].[K+].[K+]. The catalyst is C(C(C)=O)C. The product is [CH2:13]([O:9][C:8](=[O:10])[C:7]1[CH:11]=[C:3]([CH:1]=[O:2])[CH:4]=[CH:5][C:6]=1[O:12][CH2:1][C:3]1[CH:11]=[CH:7][CH:6]=[CH:5][CH:4]=1)[C:14]1[CH:19]=[CH:18][CH:17]=[CH:16][CH:15]=1. The yield is 0.575.